From a dataset of Retrosynthesis with 50K atom-mapped reactions and 10 reaction types from USPTO. Predict the reactants needed to synthesize the given product. (1) Given the product O=C1Nc2ccccc2C1=Cc1cccs1, predict the reactants needed to synthesize it. The reactants are: O=C1Cc2ccccc2N1.O=Cc1cccs1. (2) The reactants are: CN(c1ccccc1Cl)S(=O)(=O)c1cccc([N+](=O)[O-])c1. Given the product CN(c1ccccc1Cl)S(=O)(=O)c1cccc(N)c1, predict the reactants needed to synthesize it. (3) Given the product O=C(OCc1ccccc1)N1C[C@@H]2CN(c3ccc(Cl)nc3)[C@@H]2C1, predict the reactants needed to synthesize it. The reactants are: Clc1ccc(Br)cn1.O=C(OCc1ccccc1)N1C[C@@H]2CN[C@@H]2C1. (4) The reactants are: COC(=O)CSC(Br)C(=O)c1ccc(C)cc1Cl.NC=S. Given the product COC(=O)CSc1scnc1-c1ccc(C)cc1Cl, predict the reactants needed to synthesize it. (5) Given the product CCOC(=O)CCCC(CCC#N)Oc1cccnc1, predict the reactants needed to synthesize it. The reactants are: CCOC(=O)CCCC(O)CCC#N.Oc1cccnc1.